Task: Predict the reactants needed to synthesize the given product.. Dataset: Full USPTO retrosynthesis dataset with 1.9M reactions from patents (1976-2016) (1) Given the product [C:34]([SiH2:33][O:32][C:31]([CH3:38])([CH3:39])[C:28]1[O:29][CH:30]=[C:25]([O:24][CH2:23][CH2:22][CH2:21][CH2:20][CH2:19][N:7]2[C:8]3[C:4](=[CH:3][C:2]([Cl:1])=[CH:10][CH:9]=3)[CH:5]=[CH:6]2)[C:26](=[O:40])[CH:27]=1)([CH3:37])([CH3:36])[CH3:35], predict the reactants needed to synthesize it. The reactants are: [Cl:1][C:2]1[CH:3]=[C:4]2[C:8](=[CH:9][CH:10]=1)[NH:7][CH:6]=[CH:5]2.CN(C=O)C.[H-].[Na+].Br[CH2:19][CH2:20][CH2:21][CH2:22][CH2:23][O:24][C:25]1[C:26](=[O:40])[CH:27]=[C:28]([C:31]([CH3:39])([CH3:38])[O:32][SiH2:33][C:34]([CH3:37])([CH3:36])[CH3:35])[O:29][CH:30]=1. (2) Given the product [NH2:8][C:5]1[N:6]=[CH:7][C:2]([N:22]2[CH2:23][CH2:24][CH2:25][N:19]([C:26](=[O:28])[CH3:27])[CH2:20][CH2:21]2)=[N:3][C:4]=1[C:9]1[NH:13][C:12]2[CH:14]=[C:15]([CH3:18])[CH:16]=[CH:17][C:11]=2[N:10]=1, predict the reactants needed to synthesize it. The reactants are: Br[C:2]1[N:3]=[C:4]([C:9]2[NH:13][C:12]3[CH:14]=[C:15]([CH3:18])[CH:16]=[CH:17][C:11]=3[N:10]=2)[C:5]([NH2:8])=[N:6][CH:7]=1.[N:19]1([C:26](=[O:28])[CH3:27])[CH2:25][CH2:24][CH2:23][NH:22][CH2:21][CH2:20]1. (3) The reactants are: [NH2:1][C:2]1[CH:3]=[C:4]([CH:13]=[C:14]([N+:16]([O-:18])=[O:17])[CH:15]=1)[C:5]([C:7]1C=CC=CC=1)=[O:6].[CH3:19][S:20](Cl)(=[O:22])=[O:21].O. Given the product [C:5]([C:4]1[CH:3]=[C:2]([NH:1][S:20]([CH3:19])(=[O:22])=[O:21])[CH:15]=[C:14]([N+:16]([O-:18])=[O:17])[CH:13]=1)(=[O:6])[CH3:7], predict the reactants needed to synthesize it. (4) Given the product [CH2:19]([CH:7]1[CH2:8][CH2:9][C:2]2[S:1][CH:5]=[CH:4][C:3]=2[C:6]1=[O:10])[C:20]1[CH:25]=[CH:24][CH:23]=[CH:22][CH:21]=1, predict the reactants needed to synthesize it. The reactants are: [S:1]1[CH:5]=[CH:4][C:3]2[C:6](=[O:10])[CH2:7][CH2:8][CH2:9][C:2]1=2.[Li+].CC([N-]C(C)C)C.[CH2:19](Br)[C:20]1[CH:25]=[CH:24][CH:23]=[CH:22][CH:21]=1.[Cl-].[NH4+]. (5) Given the product [NH2:6][C:7]1[CH:8]=[C:9]([CH:13]=[CH:14][C:15]=1[C@H:16]([NH:27][CH2:8][CH:9]([CH3:13])[CH3:10])[C:17]([O:19][CH2:20][C:21]1[CH:22]=[CH:23][CH:24]=[CH:25][CH:26]=1)=[O:18])[C:10]([OH:12])=[O:11], predict the reactants needed to synthesize it. The reactants are: O.O.Cl[Sn]Cl.[NH2:6][C:7]1[CH:8]=[C:9]([CH:13]=[CH:14][C:15]=1[C@:16](CC(C)C)([NH2:27])[C:17]([O:19][CH2:20][C:21]1[CH:26]=[CH:25][CH:24]=[CH:23][CH:22]=1)=[O:18])[C:10]([OH:12])=[O:11]. (6) Given the product [OH:24]/[N:23]=[CH:1]/[C:3]1[CH:8]=[CH:7][C:6]([C@@H:9]2[O:14][CH2:13][CH2:12][N:11]([C:15]([O:17][C:18]([CH3:21])([CH3:20])[CH3:19])=[O:16])[CH2:10]2)=[CH:5][CH:4]=1, predict the reactants needed to synthesize it. The reactants are: [CH:1]([C:3]1[CH:8]=[CH:7][C:6]([C@@H:9]2[O:14][CH2:13][CH2:12][N:11]([C:15]([O:17][C:18]([CH3:21])([CH3:20])[CH3:19])=[O:16])[CH2:10]2)=[CH:5][CH:4]=1)=O.Cl.[NH2:23][OH:24]. (7) Given the product [Br:1][C:2]1[CH:7]=[CH:6][CH:5]=[C:4]([C:11]#[C:12][CH3:13])[CH:3]=1, predict the reactants needed to synthesize it. The reactants are: [Br:1][C:2]1[CH:7]=[CH:6][CH:5]=[C:4](I)[CH:3]=1.C[Si](C)(C)[C:11]#[C:12][CH3:13].C(N(CC)CC)C.[F-].C([N+](CCCC)(CCCC)CCCC)CCC.O1CCCC1. (8) Given the product [C:1]([O:5][C:6](=[O:14])[NH:7][C@@H:8]1[CH2:13][CH2:12][CH2:11][N:10]([C:19]([CH:15]2[CH2:18][CH2:17][CH2:16]2)=[O:20])[CH2:9]1)([CH3:4])([CH3:2])[CH3:3], predict the reactants needed to synthesize it. The reactants are: [C:1]([O:5][C:6](=[O:14])[NH:7][C@@H:8]1[CH2:13][CH2:12][CH2:11][NH:10][CH2:9]1)([CH3:4])([CH3:3])[CH3:2].[CH:15]1([C:19](Cl)=[O:20])[CH2:18][CH2:17][CH2:16]1. (9) Given the product [F:16][C:5]1[C:6]([NH:8][CH2:9][C:10]2[CH:15]=[CH:14][CH:13]=[CH:12][N:11]=2)=[N:7][C:2]([NH:17][C:18]2[CH:19]=[C:20]3[C:24](=[CH:25][CH:26]=2)[NH:23][N:22]=[CH:21]3)=[N:3][CH:4]=1, predict the reactants needed to synthesize it. The reactants are: Cl[C:2]1[N:7]=[C:6]([NH:8][CH2:9][C:10]2[CH:15]=[CH:14][CH:13]=[CH:12][N:11]=2)[C:5]([F:16])=[CH:4][N:3]=1.[NH2:17][C:18]1[CH:19]=[C:20]2[C:24](=[CH:25][CH:26]=1)[NH:23][N:22]=[CH:21]2. (10) Given the product [OH:18][C:15]1[CH:16]=[CH:17][C:12]([CH2:11][CH2:10][CH:8]([OH:9])[CH:7]=[CH:6][CH2:5][CH2:4][CH2:3][CH2:2][CH3:1])=[CH:13][C:14]=1[O:19][CH3:20], predict the reactants needed to synthesize it. The reactants are: [CH3:1][CH2:2][CH2:3][CH2:4][CH2:5]/[CH:6]=[CH:7]/[C:8]([CH2:10][CH2:11][C:12]1[CH:17]=[CH:16][C:15]([OH:18])=[C:14]([O:19][CH3:20])[CH:13]=1)=[O:9].[BH4-].[Na+].